Dataset: Full USPTO retrosynthesis dataset with 1.9M reactions from patents (1976-2016). Task: Predict the reactants needed to synthesize the given product. (1) The reactants are: [C:1]([OH:4])(=O)[CH3:2].[Cl:5][C:6]1[CH:14]=[C:13]2[C:9]([C:10](/[CH:15]=C(\[N+]([O-])=O)/C)=[CH:11][NH:12]2)=[CH:8][C:7]=1[F:21].CO. Given the product [Cl:5][C:6]1[CH:14]=[C:13]2[C:9]([C:10]([CH2:15][C:1](=[O:4])[CH3:2])=[CH:11][NH:12]2)=[CH:8][C:7]=1[F:21], predict the reactants needed to synthesize it. (2) Given the product [F:1][C:2]1[CH:33]=[CH:32][C:5]2[NH:6][C:7]([C:9]3[CH:10]=[CH:11][C:12]([N:15]4[CH2:19][CH2:18][C@@H:17]([O:20][C@H:21]5[CH2:22][CH2:23][C@H:24]([CH2:27][C:28]([OH:30])=[O:29])[CH2:25][CH2:26]5)[CH2:16]4)=[N:13][CH:14]=3)=[N:8][C:4]=2[CH:3]=1, predict the reactants needed to synthesize it. The reactants are: [F:1][C:2]1[CH:33]=[CH:32][C:5]2[NH:6][C:7]([C:9]3[CH:10]=[CH:11][C:12]([N:15]4[CH2:19][CH2:18][C@@H:17]([O:20][C@H:21]5[CH2:26][CH2:25][C@H:24]([CH2:27][C:28]([O:30]C)=[O:29])[CH2:23][CH2:22]5)[CH2:16]4)=[N:13][CH:14]=3)=[N:8][C:4]=2[CH:3]=1.[OH-].[Li+]. (3) The reactants are: [Cl:1][C:2]1[CH:3]=[C:4]([NH:9][C:10]2[C:11]3[CH2:18][C:17](=[O:19])[NH:16][C:12]=3[N:13]=[CH:14][N:15]=2)[CH:5]=[CH:6][C:7]=1[F:8].[CH3:20][C:21]1[CH:25]=[C:24]([CH2:26][CH2:27][C:28]([N:30]2[CH2:35][CH2:34][N:33]([CH3:36])[CH2:32][CH2:31]2)=[O:29])[NH:23][C:22]=1[CH:37]=O. Given the product [Cl:1][C:2]1[CH:3]=[C:4]([NH:9][C:10]2[C:11]3[C:18](=[CH:37][C:22]4[NH:23][C:24]([CH2:26][CH2:27][C:28]([N:30]5[CH2:31][CH2:32][N:33]([CH3:36])[CH2:34][CH2:35]5)=[O:29])=[CH:25][C:21]=4[CH3:20])[C:17](=[O:19])[NH:16][C:12]=3[N:13]=[CH:14][N:15]=2)[CH:5]=[CH:6][C:7]=1[F:8], predict the reactants needed to synthesize it.